This data is from Catalyst prediction with 721,799 reactions and 888 catalyst types from USPTO. The task is: Predict which catalyst facilitates the given reaction. (1) Reactant: C(=O)([O-])[O-].[K+].[K+].[CH2:7]([NH2:12])[CH2:8][CH:9]([CH3:11])[CH3:10].[CH:13]1[C:22]2[C:17](=[CH:18][CH:19]=[CH:20][CH:21]=2)[CH:16]=[CH:15][C:14]=1[O:23][CH2:24][CH2:25]Cl. Product: [CH2:7]([NH:12][CH2:25][CH2:24][O:23][C:14]1[CH:15]=[CH:16][C:17]2[C:22](=[CH:21][CH:20]=[CH:19][CH:18]=2)[CH:13]=1)[CH2:8][CH:9]([CH3:11])[CH3:10]. The catalyst class is: 58. (2) The catalyst class is: 6. Product: [F:1][C:2]1[CH:3]=[C:4]([C:9]2([OH:14])[CH2:13][CH2:12][N:11]([CH2:15][CH3:16])[CH2:10]2)[CH:5]=[C:6]([F:8])[CH:7]=1. Reactant: [F:1][C:2]1[CH:3]=[C:4]([C:9]2([OH:14])[CH2:13][CH2:12][NH:11][CH2:10]2)[CH:5]=[C:6]([F:8])[CH:7]=1.[C:15](#N)[CH3:16].C(=O)([O-])[O-].[Na+].[Na+].ICC.